Dataset: CYP2C19 inhibition data for predicting drug metabolism from PubChem BioAssay. Task: Regression/Classification. Given a drug SMILES string, predict its absorption, distribution, metabolism, or excretion properties. Task type varies by dataset: regression for continuous measurements (e.g., permeability, clearance, half-life) or binary classification for categorical outcomes (e.g., BBB penetration, CYP inhibition). Dataset: cyp2c19_veith. The molecule is O=C(Cc1ccc(Cl)cc1)N1CCN(C(=O)c2ccco2)CC1. The result is 1 (inhibitor).